Dataset: Kir2.1 potassium channel HTS with 301,493 compounds. Task: Binary Classification. Given a drug SMILES string, predict its activity (active/inactive) in a high-throughput screening assay against a specified biological target. (1) The molecule is S(=O)(=O)(Nc1c(OC)cccc1)c1cc(C(=O)NCC2OCCC2)c(cc1)C. The result is 0 (inactive). (2) The drug is o1c2c(c3c(c1=O)cc(OC)cc3)ccc(OCc1ccc(cc1)C(O)=O)c2C. The result is 0 (inactive). (3) The molecule is Clc1cc(CC2(CCCN(C2)Cc2cn(nc2)CC)CO)ccc1. The result is 0 (inactive). (4) The drug is O=C(N1CCN(CC1)c1n(c2c(n1)cccc2)CC)c1occc1. The result is 0 (inactive).